This data is from Reaction yield outcomes from USPTO patents with 853,638 reactions. The task is: Predict the reaction yield, written as a fraction of the theoretical maximum amount of product (1.0 means a 100% yield; for example, 0.34 means a 34% yield). (1) The reactants are [CH3:1][N:2]1[C:11]2[C:6](=[CH:7][C:8]([C:12]3[CH:13]=[C:14]([C:18]4(C(O)=O)[CH2:20][CH2:19]4)[CH:15]=[N:16][CH:17]=3)=[CH:9][CH:10]=2)[CH2:5][CH2:4][C:3]1=[O:24].C1(P([N:39]=[N+]=[N-])(C2C=CC=CC=2)=O)C=CC=CC=1.C1COCC1. The catalyst is C1(C)C=CC=CC=1. The product is [NH2:39][C:18]1([C:14]2[CH:13]=[C:12]([C:8]3[CH:7]=[C:6]4[C:11](=[CH:10][CH:9]=3)[N:2]([CH3:1])[C:3](=[O:24])[CH2:4][CH2:5]4)[CH:17]=[N:16][CH:15]=2)[CH2:20][CH2:19]1. The yield is 0.710. (2) The reactants are [CH2:1]([S:6](Cl)(=[O:8])=[O:7])[CH2:2][CH2:3][CH2:4][CH3:5].[NH2:10][C:11]1[CH:12]=[CH:13][C:14]([N:17]2[CH2:22][CH2:21][N:20]([C:23]([C:25]3[CH:30]=[CH:29][CH:28]=[CH:27][C:26]=3[C:31]([F:34])([F:33])[F:32])=[O:24])[CH2:19][CH2:18]2)=[N:15][CH:16]=1. The catalyst is N1C=CC=CC=1.ClCCl. The product is [F:34][C:31]([F:32])([F:33])[C:26]1[CH:27]=[CH:28][CH:29]=[CH:30][C:25]=1[C:23]([N:20]1[CH2:19][CH2:18][N:17]([C:14]2[N:15]=[CH:16][C:11]([NH:10][S:6]([CH2:1][CH2:2][CH2:3][CH2:4][CH3:5])(=[O:8])=[O:7])=[CH:12][CH:13]=2)[CH2:22][CH2:21]1)=[O:24]. The yield is 0.0400. (3) The reactants are [CH3:1][C:2]([CH3:6])([CH3:5])[CH:3]=O.[CH3:7][O:8][C:9]1[CH:14]=[CH:13][C:12](N)=[CH:11][CH:10]=1.[O-]S([O-])(=O)=O.[Na+].[Na+].[CH2:23]([N:25](CC)CC)C.[CH2:30]([O:37][CH2:38][C:39](Cl)=[O:40])[C:31]1[CH:36]=[CH:35][CH:34]=[CH:33][CH:32]=1. The catalyst is C(Cl)Cl. The product is [C:2]([C@H:3]1[N:25]([CH2:23][C:12]2[CH:13]=[CH:14][C:9]([O:8][CH3:7])=[CH:10][CH:11]=2)[C:39](=[O:40])[C@H:38]1[O:37][CH2:30][C:31]1[CH:36]=[CH:35][CH:34]=[CH:33][CH:32]=1)([CH3:6])([CH3:5])[CH3:1]. The yield is 0.920. (4) The reactants are I.[NH2:2][NH:3][C:4]([NH:7][CH3:8])=[N:5][CH3:6].Cl.[C:10](Cl)(=O)[C:11]1[CH:16]=[CH:15][N:14]=[CH:13][CH:12]=1.C([O-])([O-])=O.[K+].[K+]. The catalyst is N1C=CC=CC=1. The product is [CH3:8][NH:7][C:4]1[N:5]([CH3:6])[C:10]([C:11]2[CH:16]=[CH:15][N:14]=[CH:13][CH:12]=2)=[N:2][N:3]=1. The yield is 0.260.